The task is: Predict the reactants needed to synthesize the given product.. This data is from Full USPTO retrosynthesis dataset with 1.9M reactions from patents (1976-2016). (1) Given the product [F:20][CH:2]([F:1])[O:3][C:4]1[C:9]2[O:10][C:11]3[CH:16]=[CH:15][N:14]=[CH:13][C:12]=3[C:8]=2[C:7]([C:17]([O:19][C:23]2[CH:22]=[CH:21][C:26]([N+:27]([O-:29])=[O:28])=[CH:25][CH:24]=2)=[O:18])=[CH:6][CH:5]=1, predict the reactants needed to synthesize it. The reactants are: [F:1][CH:2]([F:20])[O:3][C:4]1[C:9]2[O:10][C:11]3[CH:16]=[CH:15][N:14]=[CH:13][C:12]=3[C:8]=2[C:7]([C:17]([OH:19])=[O:18])=[CH:6][CH:5]=1.[CH:21]1[C:26]([N+:27]([O-:29])=[O:28])=[CH:25][CH:24]=[C:23](O)[CH:22]=1.CCN=C=NCCCN(C)C.Cl.CC1(C)C=CN=C(N)C1. (2) Given the product [NH2:1][C:2]1[C:7]([NH:25][CH2:26][CH2:27][NH:28][C:29](=[O:31])[CH3:30])=[N:6][C:5]([C:9]2[CH:10]=[CH:11][C:12](=[O:18])[N:13]([CH:15]([CH3:17])[CH3:16])[N:14]=2)=[C:4]([C:19]2[CH:24]=[CH:23][CH:22]=[CH:21][CH:20]=2)[N:3]=1, predict the reactants needed to synthesize it. The reactants are: [NH2:1][C:2]1[N:3]=[C:4]([C:19]2[CH:24]=[CH:23][CH:22]=[CH:21][CH:20]=2)[C:5]([C:9]2[CH:10]=[CH:11][C:12](=[O:18])[N:13]([CH:15]([CH3:17])[CH3:16])[N:14]=2)=[N:6][C:7]=1Br.[NH2:25][CH2:26][CH2:27][NH:28][C:29](=[O:31])[CH3:30].O. (3) Given the product [C:1]([C:3]1[CH:4]=[C:5]([C:6]2[O:8][N:57]=[C:39]([C:40]3[C:41]([CH2:54][CH2:55][CH3:56])=[C:42]([CH2:46][CH2:47][CH2:48][C:49]([O:51][CH2:52][CH3:53])=[O:50])[CH:43]=[CH:44][CH:45]=3)[N:38]=2)[CH:9]=[CH:10][C:11]=1[O:12][CH:13]([CH3:15])[CH3:14])#[N:2], predict the reactants needed to synthesize it. The reactants are: [C:1]([C:3]1[CH:4]=[C:5]([CH:9]=[CH:10][C:11]=1[O:12][CH:13]([CH3:15])[CH3:14])[C:6]([OH:8])=O)#[N:2].CCN=C=NCCCN(C)C.C1C=CC2N(O)N=NC=2C=1.O[NH:38]/[C:39](=[N:57]\[H])/[C:40]1[C:41]([CH2:54][CH2:55][CH3:56])=[C:42]([CH2:46][CH2:47][CH2:48][C:49]([O:51][CH2:52][CH3:53])=[O:50])[CH:43]=[CH:44][CH:45]=1.CCCC[N+](CCCC)(CCCC)CCCC.[F-]. (4) Given the product [CH2:7]([C:1]1[CH:2]=[CH:3][CH:4]=[CH:5][C:6]=1[C:24]([Cl:19])=[O:25])[C:12]1[CH:11]=[CH:10][CH:9]=[CH:8][CH:14]=1, predict the reactants needed to synthesize it. The reactants are: [C:1]1([C:7]2[CH:12]=[CH:11][CH:10]=[C:9](C)[C:8]=2[C:14](O)=O)[CH:6]=[CH:5][CH:4]=[CH:3][CH:2]=1.S(Cl)([Cl:19])=O.CN([CH:24]=[O:25])C. (5) Given the product [CH3:35][O:36][C:37]1[C:42]2[N:43]=[C:44]([NH:46][C:6](=[O:8])[C:5]3[CH:9]=[CH:10][C:2]([CH3:1])=[N:3][CH:4]=3)[O:45][C:41]=2[C:40]([CH:47]2[CH2:52][CH2:51][O:50][CH2:49][CH2:48]2)=[CH:39][CH:38]=1, predict the reactants needed to synthesize it. The reactants are: [CH3:1][C:2]1[CH:10]=[CH:9][C:5]([C:6]([OH:8])=O)=[CH:4][N:3]=1.CN(C(ON1N=NC2C=CC=NC1=2)=[N+](C)C)C.F[P-](F)(F)(F)(F)F.[CH3:35][O:36][C:37]1[C:42]2[N:43]=[C:44]([NH2:46])[O:45][C:41]=2[C:40]([CH:47]2[CH2:52][CH2:51][O:50][CH2:49][CH2:48]2)=[CH:39][CH:38]=1.